This data is from Full USPTO retrosynthesis dataset with 1.9M reactions from patents (1976-2016). The task is: Predict the reactants needed to synthesize the given product. Given the product [Cl:1][C:2]1[C:3]([C:20]2[CH:21]=[CH:22][C:23]([C:26]3[CH:31]=[CH:30][CH:29]=[CH:28][C:27]=3[OH:32])=[CH:24][CH:25]=2)=[CH:4][C:5]2[N:9]=[C:8]([S:10][CH2:11][C:12]([OH:14])=[O:13])[NH:7][C:6]=2[CH:19]=1, predict the reactants needed to synthesize it. The reactants are: [Cl:1][C:2]1[C:3]([C:20]2[CH:25]=[CH:24][C:23]([C:26]3[CH:31]=[CH:30][CH:29]=[CH:28][C:27]=3[OH:32])=[CH:22][CH:21]=2)=[CH:4][C:5]2[N:9]=[C:8]([S:10][CH2:11][C:12]([O:14]C(C)(C)C)=[O:13])[NH:7][C:6]=2[CH:19]=1.